Dataset: Tox21: 12 toxicity assays (nuclear receptors and stress response pathways). Task: Binary classification across 12 toxicity assays. (1) The drug is CCN(CC)CCNC(=O)COc1ccc(OC)cc1. It tested positive (active) for: NR-ER (Estrogen Receptor agonist activity). (2) The molecule is CC(=O)Oc1ccc([N+](=O)[O-])cc1CCl. It tested positive (active) for: SR-MMP (Mitochondrial Membrane Potential disruption). (3) The drug is CC(O)CCO. It tested positive (active) for: NR-ER (Estrogen Receptor agonist activity), and SR-ARE (Antioxidant Response Element (oxidative stress)). (4) The compound is Oc1c(Br)cc(Br)c2cccnc12. It tested positive (active) for: NR-AhR (Aryl hydrocarbon Receptor agonist activity), SR-ARE (Antioxidant Response Element (oxidative stress)), SR-HSE (Heat Shock Element response), and SR-p53 (p53 tumor suppressor activation). (5) The compound is CCCCCCCCCCn1cc[n+](C)c1.O=S(=O)([O-])C(F)(F)F. It tested positive (active) for: NR-Aromatase (Aromatase enzyme inhibition), SR-ARE (Antioxidant Response Element (oxidative stress)), and SR-MMP (Mitochondrial Membrane Potential disruption).